This data is from NCI-60 drug combinations with 297,098 pairs across 59 cell lines. The task is: Regression. Given two drug SMILES strings and cell line genomic features, predict the synergy score measuring deviation from expected non-interaction effect. (1) Drug 1: C(CC(=O)O)C(=O)CN.Cl. Drug 2: CC(C)NC(=O)C1=CC=C(C=C1)CNNC.Cl. Cell line: RPMI-8226. Synergy scores: CSS=24.4, Synergy_ZIP=-3.98, Synergy_Bliss=1.54, Synergy_Loewe=-2.31, Synergy_HSA=-1.76. (2) Drug 1: CC1C(C(CC(O1)OC2CC(OC(C2O)C)OC3=CC4=CC5=C(C(=O)C(C(C5)C(C(=O)C(C(C)O)O)OC)OC6CC(C(C(O6)C)O)OC7CC(C(C(O7)C)O)OC8CC(C(C(O8)C)O)(C)O)C(=C4C(=C3C)O)O)O)O. Drug 2: CC1C(C(CC(O1)OC2CC(CC3=C2C(=C4C(=C3O)C(=O)C5=C(C4=O)C(=CC=C5)OC)O)(C(=O)CO)O)N)O.Cl. Cell line: EKVX. Synergy scores: CSS=48.8, Synergy_ZIP=-1.55, Synergy_Bliss=-0.681, Synergy_Loewe=-1.36, Synergy_HSA=-1.57. (3) Drug 1: CC12CCC3C(C1CCC2NC(=O)OCC(F)(F)F)CCC4C3(C=CC(=O)N4C)C. Drug 2: CCC1=C2N=C(C=C(N2N=C1)NCC3=C[N+](=CC=C3)[O-])N4CCCCC4CCO. Cell line: SK-OV-3. Synergy scores: CSS=17.2, Synergy_ZIP=5.83, Synergy_Bliss=10.6, Synergy_Loewe=-50.1, Synergy_HSA=4.58.